Dataset: Forward reaction prediction with 1.9M reactions from USPTO patents (1976-2016). Task: Predict the product of the given reaction. (1) Given the reactants [CH3:1][O:2][C:3]1[CH:11]=[CH:10][CH:9]=[C:8]([CH2:12][CH2:13][CH2:14][CH2:15][CH2:16][CH2:17][CH2:18][CH2:19][CH2:20][CH2:21][CH2:22][CH2:23][CH2:24][CH2:25][CH3:26])[C:4]=1[C:5](Cl)=[O:6].[NH2:27][C:28]1[CH:35]=[CH:34][C:31]([C:32]#[N:33])=[C:30]([C:36]([F:39])([F:38])[F:37])[CH:29]=1.C(N(CC)CC)C, predict the reaction product. The product is: [C:32]([C:31]1[CH:34]=[CH:35][C:28]([NH:27][C:5](=[O:6])[C:4]2[C:8]([CH2:12][CH2:13][CH2:14][CH2:15][CH2:16][CH2:17][CH2:18][CH2:19][CH2:20][CH2:21][CH2:22][CH2:23][CH2:24][CH2:25][CH3:26])=[CH:9][CH:10]=[CH:11][C:3]=2[O:2][CH3:1])=[CH:29][C:30]=1[C:36]([F:37])([F:38])[F:39])#[N:33]. (2) Given the reactants S(=O)(=O)(O)O.[F:6][C:7]1[N:12]=[C:11]([C:13]#[N:14])[C:10]([OH:15])=[N:9][CH:8]=1.[OH-:16].[Na+], predict the reaction product. The product is: [F:6][C:7]1[N:12]=[C:11]([C:13]([NH2:14])=[O:16])[C:10]([OH:15])=[N:9][CH:8]=1. (3) Given the reactants FC1C=C(F)C=CC=1C1C=C(COS(C)(=O)=O)C(=O)N(CC(C)C)N=1.[CH2:26]([N:33]1[C:38](=[O:39])[C:37]([C:40]([O:42]C)=[O:41])=[CH:36][C:35]([C:44]2[CH:49]=[CH:48][C:47]([F:50])=[C:46]([CH3:51])[CH:45]=2)=[N:34]1)[C:27]1[CH:32]=[CH:31][CH:30]=[CH:29][CH:28]=1, predict the reaction product. The product is: [CH2:26]([N:33]1[C:38](=[O:39])[C:37]([C:40]([OH:42])=[O:41])=[CH:36][C:35]([C:44]2[CH:49]=[CH:48][C:47]([F:50])=[C:46]([CH3:51])[CH:45]=2)=[N:34]1)[C:27]1[CH:32]=[CH:31][CH:30]=[CH:29][CH:28]=1. (4) Given the reactants [F:1][C:2](F)(F)[C:3](O)=O.FC[CH2:10][NH:11][C:12]1[CH:17]=[CH:16][N:15]2[CH:18]=[C:19]([C:21]3[CH:26]=[CH:25][CH:24]=[CH:23][CH:22]=3)[N:20]=[C:14]2[CH:13]=1.IC, predict the reaction product. The product is: [F:1][CH2:2][CH2:3][N:11]([CH3:10])[C:12]1[CH:17]=[CH:16][N:15]2[CH:18]=[C:19]([C:21]3[CH:26]=[CH:25][CH:24]=[CH:23][CH:22]=3)[N:20]=[C:14]2[CH:13]=1. (5) The product is: [C:1]([O:5][C:6]([N:8]1[C@H:13]([C:14]2[NH:18][C:17]3[CH:19]=[C:20]([C:23]4[CH:32]=[N:31][C:30]5[C:25](=[CH:26][CH:27]=[C:28]([C:37]6[NH:41][C:40]([C@@H:42]7[CH2:47][C@@H:46]8[C@@H:44]([CH2:45]8)[N:43]7[C:48]([O:50][C:51]([CH3:54])([CH3:53])[CH3:52])=[O:49])=[N:39][CH:38]=6)[CH:29]=5)[N:24]=4)[CH:21]=[CH:22][C:16]=3[N:15]=2)[CH2:12][C@@H:11]2[C@H:9]1[CH2:10]2)=[O:7])([CH3:4])([CH3:3])[CH3:2]. Given the reactants [C:1]([O:5][C:6]([N:8]1[C@H:13]([C:14]2[NH:18][C:17]3[CH:19]=[C:20]([C:23]4[CH:32]=[N:31][C:30]5[C:25](=[CH:26][CH:27]=[C:28](B(O)O)[CH:29]=5)[N:24]=4)[CH:21]=[CH:22][C:16]=3[N:15]=2)[CH2:12][C@@H:11]2[C@H:9]1[CH2:10]2)=[O:7])([CH3:4])([CH3:3])[CH3:2].I[C:37]1[NH:41][C:40]([C@@H:42]2[CH2:47][C@@H:46]3[C@@H:44]([CH2:45]3)[N:43]2[C:48]([O:50][C:51]([CH3:54])([CH3:53])[CH3:52])=[O:49])=[N:39][CH:38]=1.C1(P(C2CCCCC2)C2C=CC=CC=2C2C(OC)=CC=CC=2OC)CCCCC1.C([O-])([O-])=O.[K+].[K+], predict the reaction product. (6) Given the reactants [CH3:1][CH:2]([CH3:25])[CH2:3][C@H:4]([N:8]1[CH2:12][C:11]([O:13][C:14]2[CH:22]=[CH:21][CH:20]=[C:19]3[C:15]=2[CH:16]=[N:17][N:18]3[CH3:23])=[CH:10][C:9]1=[O:24])[C:5](O)=[O:6].[CH3:26][C:27]1([CH3:39])[O:31][C@H:30]([CH2:32][N:33]2[CH:37]=[CH:36][C:35]([NH2:38])=[N:34]2)[CH2:29][O:28]1.C(N(CC)C(C)C)(C)C.F[P-](F)(F)(F)(F)F.N1(O[P+](N(C)C)(N(C)C)N(C)C)C2C=CC=CC=2N=N1, predict the reaction product. The product is: [CH3:26][C:27]1([CH3:39])[O:31][C@H:30]([CH2:32][N:33]2[CH:37]=[CH:36][C:35]([NH:38][C:5](=[O:6])[C@@H:4]([N:8]3[CH2:12][C:11]([O:13][C:14]4[CH:22]=[CH:21][CH:20]=[C:19]5[C:15]=4[CH:16]=[N:17][N:18]5[CH3:23])=[CH:10][C:9]3=[O:24])[CH2:3][CH:2]([CH3:25])[CH3:1])=[N:34]2)[CH2:29][O:28]1. (7) Given the reactants Br[C:2]1[CH:3]=[N:4][C:5]2[NH:14][C:13](=[O:15])[C@@H:12]3[N:8]([CH2:9][CH2:10][CH2:11]3)[CH2:7][C:6]=2[CH:16]=1.[C:17]([O:21][C:22]([CH3:25])([CH3:24])[CH3:23])(=[O:20])[CH:18]=[CH2:19].C(N(C(C)C)C(C)C)C.CC1C=CC=CC=1P(C1C=CC=CC=1C)C1C=CC=CC=1C, predict the reaction product. The product is: [C:22]([O:21][C:17](=[O:20])/[CH:18]=[CH:19]/[C:2]1[CH:3]=[N:4][C:5]2[NH:14][C:13](=[O:15])[C@@H:12]3[N:8]([CH2:9][CH2:10][CH2:11]3)[CH2:7][C:6]=2[CH:16]=1)([CH3:25])([CH3:24])[CH3:23].